From a dataset of Forward reaction prediction with 1.9M reactions from USPTO patents (1976-2016). Predict the product of the given reaction. (1) Given the reactants Cl[CH2:2][C:3]1[CH:8]=[CH:7][CH:6]=[CH:5][C:4]=1[O:9][CH3:10].[Br:11][C:12]1[CH:13]=[CH:14][C:15]([OH:21])=[C:16]([CH:20]=1)[C:17]([OH:19])=[O:18].[C:22](=[O:25])([O-])[O-].[Cs+].[Cs+], predict the reaction product. The product is: [Br:11][C:12]1[CH:13]=[CH:14][C:15]([O:21][CH2:2][C:3]2[CH:8]=[CH:7][CH:6]=[CH:5][C:4]=2[O:25][CH3:22])=[C:16]([CH:20]=1)[C:17]([O:19][CH2:2][C:3]1[CH:8]=[CH:7][CH:6]=[CH:5][C:4]=1[O:9][CH3:10])=[O:18]. (2) Given the reactants [CH3:1][CH:2]([CH:4]1[CH2:13][C:12]2[C:7](=[CH:8][CH:9]=[C:10]([O:14][CH3:15])[CH:11]=2)[C:6](=[O:16])[CH2:5]1)[CH3:3].[Br:17]Br.C1CCN2C(=NCCC2)CC1.Cl, predict the reaction product. The product is: [C:6]1(=[O:16])[C:7]2[C:12](=[CH:11][CH:10]=[CH:9][CH:8]=2)[CH2:13][CH2:4][CH2:5]1.[Br:17][C:5]1[C:4]([CH:2]([CH3:1])[CH3:3])=[CH:13][C:12]2[C:7](=[CH:8][CH:9]=[C:10]([O:14][CH3:15])[CH:11]=2)[C:6]=1[OH:16]. (3) Given the reactants [Mg].II.[C:4]([C:6]1[CH:13]=[CH:12][C:9]([CH2:10]Br)=[CH:8][CH:7]=1)#[N:5].[C:14]([C:16]1[CH:21]=[CH:20][C:19]([NH:22][C:23](=[O:32])[C:24](=[O:31])[C:25]2[CH:30]=[CH:29][CH:28]=[CH:27][CH:26]=2)=[CH:18][C:17]=1[C:33]([F:36])([F:35])[F:34])#[N:15], predict the reaction product. The product is: [C:4]([C:6]1[CH:13]=[CH:12][C:9]([CH2:10][C:24]([OH:31])([C:25]2[CH:30]=[CH:29][CH:28]=[CH:27][CH:26]=2)[C:23]([NH:22][C:19]2[CH:20]=[CH:21][C:16]([C:14]#[N:15])=[C:17]([C:33]([F:34])([F:35])[F:36])[CH:18]=2)=[O:32])=[CH:8][CH:7]=1)#[N:5]. (4) Given the reactants [F-].C([N+](CCCC)(CCCC)CCCC)CCC.[Cl-].[Na+].[C:21]([O:24][CH2:25]C)(=[O:23])C.[O:27]1[CH2:31][CH2:30][CH2:29][CH2:28]1, predict the reaction product. The product is: [CH3:25][O:24][CH2:21][O:23][C@H:30]([CH:29]=[CH2:28])[CH2:31][OH:27]. (5) Given the reactants Cl.[CH:2]1([NH:8][CH2:9][C:10]([OH:12])=[O:11])[CH2:7][CH2:6][CH2:5][CH2:4][CH2:3]1.C(=O)([O-])[O-].[K+].[K+].[CH2:19]([O:23][C:24](Cl)=[O:25])[CH:20]([CH3:22])[CH3:21], predict the reaction product. The product is: [CH2:19]([O:23][C:24]([N:8]([CH:2]1[CH2:7][CH2:6][CH2:5][CH2:4][CH2:3]1)[CH2:9][C:10]([OH:12])=[O:11])=[O:25])[CH:20]([CH3:22])[CH3:21].